From a dataset of Forward reaction prediction with 1.9M reactions from USPTO patents (1976-2016). Predict the product of the given reaction. Given the reactants [CH2:1]([O:28][CH2:29]Cl)[CH:2]([CH2:4][CH2:5][CH2:6][C@H:7]([C@@H:9]1[C@:26]2([CH3:27])[C@H:12]([C@H:13]3[C@H:23]([CH2:24][CH2:25]2)[C@:21]2([CH3:22])[CH:16]([CH2:17][CH2:18][CH2:19][CH2:20]2)[CH2:15][CH2:14]3)[CH2:11][CH2:10]1)[CH3:8])[CH3:3].[N:31]1([CH2:36][CH2:37][OH:38])[CH:35]=[CH:34][N:33]=[CH:32]1.C(O[K])(C)(C)C, predict the reaction product. The product is: [CH2:1]([O:28][CH2:29][O:38][CH2:37][CH2:36][N:31]1[CH:35]=[CH:34][N:33]=[CH:32]1)[CH:2]([CH2:4][CH2:5][CH2:6][C@H:7]([C@@H:9]1[C@:26]2([CH3:27])[C@H:12]([C@H:13]3[C@H:23]([CH2:24][CH2:25]2)[C@:21]2([CH3:22])[CH:16]([CH2:17][CH2:18][CH2:19][CH2:20]2)[CH2:15][CH2:14]3)[CH2:11][CH2:10]1)[CH3:8])[CH3:3].